This data is from Reaction yield outcomes from USPTO patents with 853,638 reactions. The task is: Predict the reaction yield, written as a fraction of the theoretical maximum amount of product (1.0 means a 100% yield; for example, 0.34 means a 34% yield). (1) The reactants are C([O:3][C:4]([C:6]1[CH:7]2[N:26]([C:27]([O:29][C:30]([CH3:33])([CH3:32])[CH3:31])=[O:28])[CH:11]([CH2:12][C:13]=1[C:14]1[CH:19]=[CH:18][CH:17]=[C:16]([O:20][CH2:21][CH2:22][CH2:23][CH2:24][OH:25])[CH:15]=1)[CH2:10][N:9]([C:34]([O:36][C:37]([CH3:40])([CH3:39])[CH3:38])=[O:35])[CH2:8]2)=[O:5])C.[OH-].[Na+].Cl.N1C=CN=C1.[CH3:49][C:50]([Si:53](Cl)([CH3:55])[CH3:54])([CH3:52])[CH3:51].[NH4+].[Cl-]. The catalyst is CCO.CN(C=O)C. The product is [C:37]([O:36][C:34]([N:9]1[CH2:8][CH:7]2[N:26]([C:27]([O:29][C:30]([CH3:33])([CH3:32])[CH3:31])=[O:28])[CH:11]([CH2:12][C:13]([C:14]3[CH:19]=[CH:18][CH:17]=[C:16]([O:20][CH2:21][CH2:22][CH2:23][CH2:24][O:25][Si:53]([C:50]([CH3:52])([CH3:51])[CH3:49])([CH3:55])[CH3:54])[CH:15]=3)=[C:6]2[C:4]([OH:3])=[O:5])[CH2:10]1)=[O:35])([CH3:38])([CH3:39])[CH3:40]. The yield is 0.870. (2) The reactants are [Cl:1][C:2]1[CH:10]=[C:9]2[C:5]([CH:6]=[CH:7][NH:8]2)=[CH:4][CH:3]=1.[F:11][C:12]([F:23])([F:22])[C:13](O[C:13](=[O:14])[C:12]([F:23])([F:22])[F:11])=[O:14].O. The catalyst is O1CCCC1. The product is [Cl:1][C:2]1[CH:10]=[C:9]2[C:5]([C:6]([C:13](=[O:14])[C:12]([F:23])([F:22])[F:11])=[CH:7][NH:8]2)=[CH:4][CH:3]=1. The yield is 0.930. (3) The reactants are [CH3:1][O:2][C:3]1[CH:12]=[C:11]2[C:6]([CH2:7][CH2:8][CH2:9][C:10]2=O)=[CH:5][CH:4]=1.[C:14]([CH2:16]C(O)=O)#[N:15].C(O)(=O)CCCCCC.C(N)C1C=CC=CC=1. The catalyst is C1(C)C=CC=CC=1. The product is [CH3:1][O:2][C:3]1[CH:12]=[C:11]2[C:6]([CH2:7][CH2:8][CH:9]=[C:10]2[CH2:16][C:14]#[N:15])=[CH:5][CH:4]=1. The yield is 0.900. (4) The reactants are [Cl:1][C:2]1[C:3]2[N:4]([CH:8]=[CH:9][N:10]=2)[CH:5]=[CH:6][N:7]=1.C1C(=O)N([Br:18])C(=O)C1.O. The catalyst is CN(C=O)C. The product is [Br:18][C:8]1[N:4]2[CH:5]=[CH:6][N:7]=[C:2]([Cl:1])[C:3]2=[N:10][CH:9]=1. The yield is 0.614. (5) The catalyst is O. The reactants are [CH2:1]([NH:4][C:5]1[C:14]2[C:9](=[CH:10][CH:11]=[C:12]([N+:15]([O-:17])=[O:16])[CH:13]=2)[N:8]=[C:7](Cl)[N:6]=1)[CH:2]=[CH2:3].[CH3:19][NH2:20]. The yield is 0.842. The product is [CH2:1]([NH:4][C:5]1[C:14]2[C:9](=[CH:10][CH:11]=[C:12]([N+:15]([O-:17])=[O:16])[CH:13]=2)[N:8]=[C:7]([NH:20][CH3:19])[N:6]=1)[CH:2]=[CH2:3]. (6) The reactants are [Cl:1][C:2]1[N:6]2[CH:7]=[C:8]([CH:15]3[CH2:18][CH2:17][CH2:16]3)[CH:9]=[C:10]([C:11]([F:14])([F:13])[F:12])[C:5]2=[N:4][C:3]=1[C:19]([O:21]C)=[O:20].[OH-].[Na+].Cl. The catalyst is O1CCCC1.O. The product is [Cl:1][C:2]1[N:6]2[CH:7]=[C:8]([CH:15]3[CH2:18][CH2:17][CH2:16]3)[CH:9]=[C:10]([C:11]([F:13])([F:12])[F:14])[C:5]2=[N:4][C:3]=1[C:19]([OH:21])=[O:20]. The yield is 0.940. (7) The reactants are C([O:5][C:6]([C:8]1([CH2:11][CH2:12][CH2:13][CH2:14][C:15](=[O:30])[CH2:16][CH2:17][CH2:18][CH2:19][C:20]2([C:23]([O:25]C(C)(C)C)=[O:24])[CH2:22][CH2:21]2)[CH2:10][CH2:9]1)=[O:7])(C)(C)C. The catalyst is C(O)=O. The product is [C:23]([C:20]1([CH2:19][CH2:18][CH2:17][CH2:16][C:15](=[O:30])[CH2:14][CH2:13][CH2:12][CH2:11][C:8]2([C:6]([OH:7])=[O:5])[CH2:9][CH2:10]2)[CH2:22][CH2:21]1)([OH:25])=[O:24]. The yield is 0.990. (8) The reactants are C([O-])=O.[NH4+].C([N:12]1[CH2:17][CH2:16][C:15]2([C:25]3[C:20](=[CH:21][CH:22]=[CH:23][C:24]=3[CH2:26][NH:27][CH:28]([CH3:30])[CH3:29])[N:19]([C:31]3[C:32]4[C@H:39]([CH3:40])[CH2:38][CH2:37][C:33]=4[N:34]=[CH:35][N:36]=3)[CH2:18]2)[CH2:14][CH2:13]1)C1C=CC=CC=1.[ClH:41]. The catalyst is CO.C(Cl)Cl.CCOCC.[Pd]. The product is [ClH:41].[ClH:41].[ClH:41].[CH3:40][C@H:39]1[C:32]2[C:31]([N:19]3[C:20]4[C:25](=[C:24]([CH2:26][NH:27][CH:28]([CH3:30])[CH3:29])[CH:23]=[CH:22][CH:21]=4)[C:15]4([CH2:16][CH2:17][NH:12][CH2:13][CH2:14]4)[CH2:18]3)=[N:36][CH:35]=[N:34][C:33]=2[CH2:37][CH2:38]1. The yield is 0.890.